From a dataset of Full USPTO retrosynthesis dataset with 1.9M reactions from patents (1976-2016). Predict the reactants needed to synthesize the given product. Given the product [CH2:1]([O:8][C:9]1[CH:17]=[CH:16][C:15]([CH:18]2[CH2:19][O:21]2)=[CH:14][C:10]=1[C:11]([NH2:13])=[O:12])[C:2]1[CH:7]=[CH:6][CH:5]=[CH:4][CH:3]=1, predict the reactants needed to synthesize it. The reactants are: [CH2:1]([O:8][C:9]1[CH:17]=[CH:16][C:15]([C:18](=[O:21])[CH2:19]Br)=[CH:14][C:10]=1[C:11]([NH2:13])=[O:12])[C:2]1[CH:7]=[CH:6][CH:5]=[CH:4][CH:3]=1.[BH4-].[Na+].